Dataset: CYP1A2 inhibition data for predicting drug metabolism from PubChem BioAssay. Task: Regression/Classification. Given a drug SMILES string, predict its absorption, distribution, metabolism, or excretion properties. Task type varies by dataset: regression for continuous measurements (e.g., permeability, clearance, half-life) or binary classification for categorical outcomes (e.g., BBB penetration, CYP inhibition). Dataset: cyp1a2_veith. (1) The drug is Nc1ncnc2c1ncn2[C@@H]1O[C@@H](C(=O)NC2CC2)[C@H](O)[C@@H]1O. The result is 0 (non-inhibitor). (2) The molecule is O=C(O)CSc1nc(C(F)(F)F)cc(=O)n1-c1ccccc1. The result is 0 (non-inhibitor). (3) The molecule is Cc1onc(-c2ccccc2Cl)c1C(=O)NCc1cccs1. The result is 1 (inhibitor). (4) The compound is O=C1C2=C(Nc3cc([N+](=O)[O-])ccc3N2)O[C@@H]1c1c[nH]c2ccc(COc3ccccc3)cc12. The result is 1 (inhibitor). (5) The drug is CN(C)S(=O)(=O)Oc1ccsc1C(=O)Nc1ccc(Cl)cc1. The result is 1 (inhibitor). (6) The molecule is c1ccc2cc(C3=NCCN3)ncc2c1. The result is 1 (inhibitor). (7) The molecule is COc1ccccc1CNc1ccnc(-c2cccc(NS(C)(=O)=O)c2)n1. The result is 1 (inhibitor).